Dataset: NCI-60 drug combinations with 297,098 pairs across 59 cell lines. Task: Regression. Given two drug SMILES strings and cell line genomic features, predict the synergy score measuring deviation from expected non-interaction effect. (1) Drug 1: CC1=C2C(C(=O)C3(C(CC4C(C3C(C(C2(C)C)(CC1OC(=O)C(C(C5=CC=CC=C5)NC(=O)OC(C)(C)C)O)O)OC(=O)C6=CC=CC=C6)(CO4)OC(=O)C)OC)C)OC. Drug 2: B(C(CC(C)C)NC(=O)C(CC1=CC=CC=C1)NC(=O)C2=NC=CN=C2)(O)O. Cell line: HOP-92. Synergy scores: CSS=30.3, Synergy_ZIP=-0.0678, Synergy_Bliss=0.355, Synergy_Loewe=0.644, Synergy_HSA=3.44. (2) Drug 1: C1=NC2=C(N1)C(=S)N=C(N2)N. Drug 2: C#CCC(CC1=CN=C2C(=N1)C(=NC(=N2)N)N)C3=CC=C(C=C3)C(=O)NC(CCC(=O)O)C(=O)O. Cell line: SK-OV-3. Synergy scores: CSS=40.7, Synergy_ZIP=-4.89, Synergy_Bliss=-1.11, Synergy_Loewe=-0.537, Synergy_HSA=-0.487. (3) Drug 1: CC12CCC(CC1=CCC3C2CCC4(C3CC=C4C5=CN=CC=C5)C)O. Drug 2: CCCCC(=O)OCC(=O)C1(CC(C2=C(C1)C(=C3C(=C2O)C(=O)C4=C(C3=O)C=CC=C4OC)O)OC5CC(C(C(O5)C)O)NC(=O)C(F)(F)F)O. Cell line: SW-620. Synergy scores: CSS=6.61, Synergy_ZIP=0.779, Synergy_Bliss=-0.515, Synergy_Loewe=-0.716, Synergy_HSA=-1.18. (4) Drug 1: C1=C(C(=O)NC(=O)N1)F. Drug 2: C1CN(CCN1C(=O)CCBr)C(=O)CCBr. Cell line: MCF7. Synergy scores: CSS=37.6, Synergy_ZIP=-4.00, Synergy_Bliss=-4.23, Synergy_Loewe=-3.90, Synergy_HSA=-0.915. (5) Drug 1: C1=CC(=CC=C1CCCC(=O)O)N(CCCl)CCCl. Drug 2: CC1CCC2CC(C(=CC=CC=CC(CC(C(=O)C(C(C(=CC(C(=O)CC(OC(=O)C3CCCCN3C(=O)C(=O)C1(O2)O)C(C)CC4CCC(C(C4)OC)OCCO)C)C)O)OC)C)C)C)OC. Cell line: CCRF-CEM. Synergy scores: CSS=54.5, Synergy_ZIP=-5.31, Synergy_Bliss=-6.56, Synergy_Loewe=-3.30, Synergy_HSA=-1.85.